This data is from Forward reaction prediction with 1.9M reactions from USPTO patents (1976-2016). The task is: Predict the product of the given reaction. (1) The product is: [CH3:22][O:21][C:18]1[CH:19]=[CH:20][C:15]([CH2:14][CH2:13][NH:12][CH:9]([C:6]2[CH:5]=[CH:4][C:3]([O:2][CH3:1])=[CH:8][CH:7]=2)[CH2:10][NH2:11])=[CH:16][CH:17]=1. Given the reactants [CH3:1][O:2][C:3]1[CH:8]=[CH:7][C:6]([CH:9]([NH:12][CH2:13][CH2:14][C:15]2[CH:20]=[CH:19][C:18]([O:21][CH3:22])=[CH:17][CH:16]=2)[C:10]#[N:11])=[CH:5][CH:4]=1.[H-].[Al+3].[Li+].[H-].[H-].[H-], predict the reaction product. (2) Given the reactants [CH3:1][O:2][C:3]1[CH:8]=[CH:7][C:6]([C:9]2[N:13]([C:14]3[CH:19]=[CH:18][CH:17]=[CH:16][CH:15]=3)[N:12]=[C:11]([CH2:20][CH2:21][CH:22]=O)[CH:10]=2)=[CH:5][CH:4]=1.[CH3:24][C:25]1[C:30]([CH3:31])=[CH:29][CH:28]=[CH:27][C:26]=1[N:32]1[CH2:37][CH2:36][NH:35][CH2:34][CH2:33]1.CCN(C(C)C)C(C)C.[BH-](OC(C)=O)(OC(C)=O)OC(C)=O.[Na+], predict the reaction product. The product is: [CH3:1][O:2][C:3]1[CH:8]=[CH:7][C:6]([C:9]2[N:13]([C:14]3[CH:19]=[CH:18][CH:17]=[CH:16][CH:15]=3)[N:12]=[C:11]([CH2:20][CH2:21][CH2:22][N:35]3[CH2:36][CH2:37][N:32]([C:26]4[CH:27]=[CH:28][CH:29]=[C:30]([CH3:31])[C:25]=4[CH3:24])[CH2:33][CH2:34]3)[CH:10]=2)=[CH:5][CH:4]=1. (3) Given the reactants [CH3:1][O:2][C:3]([NH:5][C@@H:6]([CH:10]([CH3:12])[CH3:11])[C:7](O)=[O:8])=[O:4].CN(C(ON1N=NC2C=CC=NC1=2)=[N+](C)C)C.F[P-](F)(F)(F)(F)F.[Br:37][C:38]1[CH:51]=[CH:50][C:41]2[NH:42][C:43]([C@@H:45]3[CH2:49][CH2:48][CH2:47][NH:46]3)=[N:44][C:40]=2[CH:39]=1.CCN(C(C)C)C(C)C, predict the reaction product. The product is: [Br:37][C:38]1[CH:51]=[CH:50][C:41]2[NH:42][C:43]([C@@H:45]3[CH2:49][CH2:48][CH2:47][N:46]3[C:7](=[O:8])[C@@H:6]([NH:5][C:3](=[O:4])[O:2][CH3:1])[CH:10]([CH3:12])[CH3:11])=[N:44][C:40]=2[CH:39]=1. (4) Given the reactants [CH2:1]([CH:4]1[C:13]2[C:8](=[CH:9][CH:10]=[C:11]([C:14]3[N:19]4[N:20]=[C:21]([C:23]5[CH:28]=[CH:27][CH:26]=[C:25](Br)[CH:24]=5)[CH:22]=[C:18]4[N:17]=[C:16]([CH3:30])[C:15]=3[C@H:31]([O:36][C:37]([CH3:40])([CH3:39])[CH3:38])[C:32]([O:34][CH3:35])=[O:33])[CH:12]=2)[O:7][CH2:6][CH2:5]1)[CH:2]=[CH2:3].[OH:41][C:42]1[CH:47]=[CH:46][CH:45]=[CH:44][C:43]=1B(O)O.C([O-])([O-])=O.[Na+].[Na+], predict the reaction product. The product is: [CH2:1]([CH:4]1[C:13]2[C:8](=[CH:9][CH:10]=[C:11]([C:14]3[N:19]4[N:20]=[C:21]([C:23]5[CH:24]=[C:25]([C:43]6[CH:44]=[CH:45][CH:46]=[CH:47][C:42]=6[OH:41])[CH:26]=[CH:27][CH:28]=5)[CH:22]=[C:18]4[N:17]=[C:16]([CH3:30])[C:15]=3[C@H:31]([O:36][C:37]([CH3:40])([CH3:39])[CH3:38])[C:32]([O:34][CH3:35])=[O:33])[CH:12]=2)[O:7][CH2:6][CH2:5]1)[CH:2]=[CH2:3]. (5) Given the reactants [O:1]=[S:2]1(=[O:16])[C:8]2[CH:9]=[CH:10][CH:11]=[CH:12][C:7]=2[CH2:6][N:5](C(=O)C)[CH2:4][CH2:3]1.[OH-].[Na+].O, predict the reaction product. The product is: [S:2]1(=[O:16])(=[O:1])[C:8]2[CH:9]=[CH:10][CH:11]=[CH:12][C:7]=2[CH2:6][NH:5][CH2:4][CH2:3]1. (6) Given the reactants [N:1]1([C:7]([O:9][CH2:10][C:11]2[CH:16]=[CH:15][CH:14]=[CH:13][CH:12]=2)=[O:8])[CH2:6][CH:5]=[CH:4][CH2:3][CH2:2]1.ClC1C=C(C=CC=1)C(OO)=[O:22].CCCCCC.C(OCC)(=O)C, predict the reaction product. The product is: [CH:5]12[O:22][CH:4]1[CH2:3][CH2:2][N:1]([C:7]([O:9][CH2:10][C:11]1[CH:12]=[CH:13][CH:14]=[CH:15][CH:16]=1)=[O:8])[CH2:6]2. (7) The product is: [CH3:22][O:21][C@@H:6]1[C@H:5]([OH:4])[C@@H:9]([CH3:10])[O:8][C@H:7]1[N:13]1[CH:20]=[CH:19][C:17](=[O:18])[NH:16][C:14]1=[O:15]. Given the reactants C([O:4][C@@H:5]1[C@@H:9]([CH:10](I)O)[O:8][C@@H:7]([N:13]2[CH:20]=[CH:19][C:17](=[O:18])[NH:16][C:14]2=[O:15])[C@@H:6]1[O:21][CH3:22])(=O)C.CCN(C(C)C)C(C)C.C(=O)([O-])[O-].[K+].[K+].[Cl-].[NH4+], predict the reaction product. (8) Given the reactants [O:1]=[C:2]1[CH2:6][CH2:5][CH2:4][N:3]1[C:7]([O:9][C:10]([CH3:13])([CH3:12])[CH3:11])=[O:8].[CH2:14]([Mg]Br)[CH:15]([CH3:17])[CH3:16].C(OCC)C, predict the reaction product. The product is: [CH3:11][C:10]([O:9][C:7](=[O:8])[NH:3][CH2:4][CH2:5][CH2:6][C:2](=[O:1])[CH2:14][CH:15]([CH3:17])[CH3:16])([CH3:13])[CH3:12].